This data is from Full USPTO retrosynthesis dataset with 1.9M reactions from patents (1976-2016). The task is: Predict the reactants needed to synthesize the given product. Given the product [O:25]=[C:19]1[CH:18]([N:12]2[CH2:11][C:10]3[C:14](=[CH:15][CH:16]=[C:8]([CH2:7][NH:6][C:35]([NH:34][C:31]4[CH:32]=[CH:33][C:28]([O:27][CH3:26])=[CH:29][CH:30]=4)=[O:36])[CH:9]=3)[C:13]2=[O:17])[CH2:23][CH2:22][C:21](=[O:24])[NH:20]1, predict the reactants needed to synthesize it. The reactants are: CS(O)(=O)=O.[NH2:6][CH2:7][C:8]1[CH:9]=[C:10]2[C:14](=[CH:15][CH:16]=1)[C:13](=[O:17])[N:12]([CH:18]1[CH2:23][CH2:22][C:21](=[O:24])[NH:20][C:19]1=[O:25])[CH2:11]2.[CH3:26][O:27][C:28]1[CH:33]=[CH:32][C:31]([N:34]=[C:35]=[O:36])=[CH:30][CH:29]=1.Cl.